Dataset: Full USPTO retrosynthesis dataset with 1.9M reactions from patents (1976-2016). Task: Predict the reactants needed to synthesize the given product. (1) Given the product [CH3:37][C:18]1[C:19]([CH2:32][C:33]([O:35][CH3:36])=[O:34])=[C:20]2[N:15]3[C:16](=[CH:38][C:13](=[N:14]3)[C:11]3=[CH:12][N:8]([N:9]=[CH:10]3)[CH2:7][C:6]3[CH:39]=[CH:40][CH:41]=[CH:42][C:5]=3[O:4][CH2:1][CH:2]=[CH:3][CH2:29][CH2:28][C:24]3([CH3:27])[CH2:25][CH2:26][N:21]2[CH2:22][CH2:23]3)[N:17]=1, predict the reactants needed to synthesize it. The reactants are: [CH2:1]([O:4][C:5]1[CH:42]=[CH:41][CH:40]=[CH:39][C:6]=1[CH2:7][N:8]1[CH:12]=[C:11]([C:13]2[CH:38]=[C:16]3[N:17]=[C:18]([CH3:37])[C:19]([CH2:32][C:33]([O:35][CH3:36])=[O:34])=[C:20]([N:21]4[CH2:26][CH2:25][C:24]([CH2:28][CH2:29]C=C)([CH3:27])[CH2:23][CH2:22]4)[N:15]3[N:14]=2)[CH:10]=[N:9]1)[CH:2]=[CH2:3]. (2) Given the product [C:1]([O:5][C:6]([N:8]1[CH2:11][CH:10]([C:12]([NH:28][NH2:29])=[O:14])[CH2:9]1)=[O:7])([CH3:4])([CH3:3])[CH3:2], predict the reactants needed to synthesize it. The reactants are: [C:1]([O:5][C:6]([N:8]1[CH2:11][CH:10]([C:12]([OH:14])=O)[CH2:9]1)=[O:7])([CH3:4])([CH3:3])[CH3:2].C(N1C=CN=C1)(N1C=CN=C1)=O.O.[NH2:28][NH2:29]. (3) Given the product [Cl:1][C:2]1[CH:11]=[C:10]2[C:5]([CH:6]=[CH:7][C:8](/[CH:12]=[CH:13]/[C:14]3[CH:15]=[C:16](/[CH:17]=[CH:28]/[C:29](=[O:30])[CH3:31])[CH:19]=[CH:20][CH:21]=3)=[N:9]2)=[CH:4][CH:3]=1, predict the reactants needed to synthesize it. The reactants are: [Cl:1][C:2]1[CH:11]=[C:10]2[C:5]([CH:6]=[CH:7][C:8](/[CH:12]=[CH:13]/[C:14]3[CH:15]=[C:16]([CH:19]=[CH:20][CH:21]=3)[CH:17]=O)=[N:9]2)=[CH:4][CH:3]=1.[OH-].[Na+].C(O)(=O)C.[CH3:28][C:29]([CH3:31])=[O:30].C1COCC1. (4) Given the product [CH:10]([C:8]1[N:9]=[C:5]([NH:4][C:1](=[O:3])[CH3:2])[S:6][C:7]=1[CH2:15][C:16]1[CH:21]=[CH:20][CH:19]=[C:18]([S:22]([CH3:25])(=[O:24])=[O:23])[CH:17]=1)=[O:11], predict the reactants needed to synthesize it. The reactants are: [C:1]([NH:4][C:5]1[S:6][C:7]([CH2:15][C:16]2[CH:21]=[CH:20][CH:19]=[C:18]([S:22]([CH3:25])(=[O:24])=[O:23])[CH:17]=2)=[C:8]([C:10](OCC)=[O:11])[N:9]=1)(=[O:3])[CH3:2].[H-].[Al+3].[Li+].[H-].[H-].[H-]. (5) Given the product [Cl:1][C:2]1[CH:3]=[C:4]([C:9]2[S:10][C:11]([S:20]([C:23]3[CH:24]=[CH:25][C:26]([O:29][CH3:30])=[CH:27][CH:28]=3)(=[O:21])=[O:22])=[CH:12][C:13]=2[CH2:14][C:15]([OH:17])=[O:16])[CH:5]=[CH:6][C:7]=1[Cl:8], predict the reactants needed to synthesize it. The reactants are: [Cl:1][C:2]1[CH:3]=[C:4]([C:9]2[S:10][C:11]([S:20]([C:23]3[CH:28]=[CH:27][C:26]([O:29][CH3:30])=[CH:25][CH:24]=3)(=[O:22])=[O:21])=[CH:12][C:13]=2[CH2:14][C:15]([O:17]CC)=[O:16])[CH:5]=[CH:6][C:7]=1[Cl:8].[OH-].[Na+].